Dataset: Peptide-MHC class II binding affinity with 134,281 pairs from IEDB. Task: Regression. Given a peptide amino acid sequence and an MHC pseudo amino acid sequence, predict their binding affinity value. This is MHC class II binding data. (1) The MHC is DRB1_1501 with pseudo-sequence DRB1_1501. The peptide sequence is YAHAAHAAHAAHAAHAA. The binding affinity (normalized) is 0.143. (2) The peptide sequence is EKKYFAATQFECLAA. The MHC is DRB1_0101 with pseudo-sequence DRB1_0101. The binding affinity (normalized) is 0.619. (3) The peptide sequence is EKVYFAATQFEPLAA. The MHC is HLA-DPA10201-DPB10501 with pseudo-sequence HLA-DPA10201-DPB10501. The binding affinity (normalized) is 0.664. (4) The peptide sequence is ISRRDQRGSGQVVTY. The MHC is HLA-DQA10201-DQB10303 with pseudo-sequence HLA-DQA10201-DQB10303. The binding affinity (normalized) is 0.284. (5) The peptide sequence is LIEKINAGFKAAVAA. The MHC is HLA-DQA10104-DQB10503 with pseudo-sequence HLA-DQA10104-DQB10503. The binding affinity (normalized) is 0.539. (6) The peptide sequence is WMTTEDMLEVWNRVW. The MHC is DRB3_0101 with pseudo-sequence DRB3_0101. The binding affinity (normalized) is 0.254. (7) The peptide sequence is YDKFLANDSTVLTGK. The MHC is DRB1_0405 with pseudo-sequence DRB1_0405. The binding affinity (normalized) is 0.496.